Dataset: Forward reaction prediction with 1.9M reactions from USPTO patents (1976-2016). Task: Predict the product of the given reaction. (1) Given the reactants [CH3:1][CH:2]1[C:6](=O)[CH2:5][CH:4]([CH3:8])[O:3]1.CC([O-])=O.[Na+].[NH2:14][OH:15].Cl, predict the reaction product. The product is: [CH3:1][CH:2]1[C:6](=[N:14][OH:15])[CH2:5][CH:4]([CH3:8])[O:3]1. (2) Given the reactants [C:1]([OH:20])(=[O:19])[CH2:2][CH2:3][CH2:4][CH2:5][CH2:6][CH2:7][CH2:8][CH2:9][CH2:10][CH2:11][CH2:12][CH2:13][CH2:14][CH2:15][CH:16]([CH3:18])[CH3:17].[CH2:25]([OH:24])[CH:26]([OH:29])[CH2:27][O:24][CH2:25][CH:26]([OH:29])[CH2:27]O.[CH2:32]([C:41]([OH:43])=[O:42])/[C:33](/[C:38]([OH:40])=[O:39])=[CH:34]\[C:35]([OH:37])=[O:36].C1(=O)OC(=O)CC1=C.[C:52]([OH:65])(=[O:64])[CH2:53][CH2:54][CH2:55][CH2:56][CH2:57][CH2:58][CH2:59][CH2:60][C:61]([OH:63])=[O:62], predict the reaction product. The product is: [C:52]([O:65][CH2:3][CH:2]([CH2:1][OH:20])[OH:36])(=[O:64])[CH2:53][CH2:54][CH2:55][CH2:56][CH2:57][CH2:58][CH2:59][CH2:60][C:61]([O:63][CH2:27][CH:26]([CH2:25][OH:24])[OH:29])=[O:62].[CH2:34]([C:35]([OH:37])=[O:36])/[C:33](/[C:38]([OH:40])=[O:39])=[CH:32]\[C:41]([OH:43])=[O:42].[C:38]([O-:40])(=[O:39])[C:33]([CH2:34][C:35]([O-:37])=[O:36])=[CH2:32].[C:1]([O-:20])(=[O:19])[CH2:2][CH2:3][CH2:4][CH2:5][CH2:6][CH2:7][CH2:8][CH2:9][CH2:10][CH2:11][CH2:12][CH2:13][CH2:14][CH2:15][CH:16]([CH3:17])[CH3:18]. (3) Given the reactants [F:1][C:2]1[CH:7]=[C:6]([F:8])[CH:5]=[CH:4][C:3]=1[CH:9]([N:14]1[C:22](=[O:23])[C:21]2[C:16](=[CH:17][CH:18]=[CH:19][CH:20]=2)[C:15]1=[O:24])[CH2:10]C(O)=O.C([N:27]([CH2:30]C)CC)C.C1(C)C=CC=CC=1.C1(P(N=[N+]=[N-])(C2C=CC=CC=2)=[O:46])C=CC=CC=1.[C:56]([OH:60])([CH3:59])([CH3:58])[CH3:57], predict the reaction product. The product is: [F:1][C:2]1[CH:7]=[C:6]([F:8])[CH:5]=[CH:4][C:3]=1[CH:9]([N:14]1[C:22](=[O:23])[C:21]2[C:16](=[CH:17][CH:18]=[CH:19][CH:20]=2)[C:15]1=[O:24])[CH2:10][NH:27][C:30](=[O:46])[O:60][C:56]([CH3:59])([CH3:58])[CH3:57].